Task: Predict the reactants needed to synthesize the given product.. Dataset: Full USPTO retrosynthesis dataset with 1.9M reactions from patents (1976-2016) (1) Given the product [C:30]1([C:28]2[N:29]=[C:25]([NH:24][CH2:2][CH2:3][CH2:4][N:5]3[CH2:10][CH2:9][N:8]([C:11]([O:13][C:14]([CH3:17])([CH3:16])[CH3:15])=[O:12])[CH2:7][CH2:6]3)[S:26][CH:27]=2)[CH:31]=[CH:32][CH:33]=[CH:34][CH:35]=1, predict the reactants needed to synthesize it. The reactants are: Cl[CH2:2][CH2:3][CH2:4][N:5]1[CH2:10][CH2:9][N:8]([C:11]([O:13][C:14]([CH3:17])([CH3:16])[CH3:15])=[O:12])[CH2:7][CH2:6]1.C(=O)([O-])[O-].[Cs+].[Cs+].[NH2:24][C:25]1[S:26][CH:27]=[C:28]([C:30]2[CH:35]=[CH:34][CH:33]=[CH:32][CH:31]=2)[N:29]=1. (2) Given the product [C:41]([O:40][C:38]([N:2]([CH:13]([CH3:14])[CH3:18])[C@H:3]1[CH2:4][CH2:5][C@H:6]([C:9]([O:11][CH3:12])=[O:10])[CH2:7][CH2:8]1)=[O:39])([CH3:44])([CH3:43])[CH3:42], predict the reactants needed to synthesize it. The reactants are: Cl.[NH2:2][C@H:3]1[CH2:8][CH2:7][C@H:6]([C:9]([O:11][CH3:12])=[O:10])[CH2:5][CH2:4]1.[C:13]([O-])(=O)[CH3:14].[Na+].[C:18](O[BH-](OC(=O)C)OC(=O)C)(=O)C.[Na+].C(=O)([O-])[O-].[K+].[K+].[C:38](O[C:38]([O:40][C:41]([CH3:44])([CH3:43])[CH3:42])=[O:39])([O:40][C:41]([CH3:44])([CH3:43])[CH3:42])=[O:39]. (3) Given the product [F:1][C:2]1[CH:3]=[C:4]2[C:10](=[CH:11][C:12]=1[CH3:13])[C:19](=[O:23])[NH:16][CH:6]=[CH:5]2, predict the reactants needed to synthesize it. The reactants are: [F:1][C:2]1[CH:3]=[C:4]([CH:10]=[CH:11][C:12]=1[CH3:13])[CH:5]=[CH:6]C(O)=O.C([N:16]([CH2:19]C)CC)C.ClC(OCC)=[O:23].[N-]=[N+]=[N-].[Na+]. (4) Given the product [Cl:13][C:14]1[CH:19]=[CH:18][C:17]([NH:20][C:21](=[O:28])[CH2:22][S:23][CH2:24][C:25]([NH:9][C:8]2[CH:10]=[CH:11][CH:12]=[C:6]([C:3]3[CH:4]=[CH:5][O:1][CH:2]=3)[CH:7]=2)=[O:26])=[C:16]([CH:15]=1)[C:29]([OH:31])=[O:30], predict the reactants needed to synthesize it. The reactants are: [O:1]1[CH:5]=[CH:4][C:3]([C:6]2[CH:7]=[C:8]([CH:10]=[CH:11][CH:12]=2)[NH2:9])=[CH:2]1.[Cl:13][C:14]1[CH:19]=[CH:18][C:17]([NH:20][C:21](=[O:28])[CH2:22][S:23][CH2:24][C:25](O)=[O:26])=[C:16]([C:29]([O:31]C)=[O:30])[CH:15]=1.